Dataset: Catalyst prediction with 721,799 reactions and 888 catalyst types from USPTO. Task: Predict which catalyst facilitates the given reaction. (1) The catalyst class is: 134. Reactant: [CH3:1][C:2]([CH3:22])([CH3:21])[CH2:3][C:4]([NH:6][C:7]1[C:8]([CH3:20])=[CH:9][C:10]2[O:14][C:13]([CH3:16])([CH3:15])[C:12](=[O:17])[C:11]=2[C:18]=1[CH3:19])=[O:5]. Product: [CH3:1][C:2]([CH3:22])([CH3:21])[CH2:3][C:4]([NH:6][C:7]1[C:8]([CH3:20])=[CH:9][C:10]2[O:14][C:13]([CH3:15])([CH3:16])[CH:12]([OH:17])[C:11]=2[C:18]=1[CH3:19])=[O:5]. (2) Reactant: C([Li])CCC.Br.[CH2:7]([NH:9][C:10]1[C:15]([CH3:16])=[CH:14][CH:13]=[CH:12][C:11]=1[CH3:17])[CH3:8].[CH2:18]([N:20]([C:29]#[N:30])[C:21]1[C:26]([CH3:27])=[CH:25][CH:24]=[CH:23][C:22]=1[CH3:28])[CH3:19].C1COCC1. Product: [CH3:17][C:11]1[CH:12]=[CH:13][CH:14]=[C:15]([CH3:16])[C:10]=1[N:9]([CH2:7][CH3:8])[C:29]([N:20]([C:21]1[C:26]([CH3:27])=[CH:25][CH:24]=[CH:23][C:22]=1[CH3:28])[CH2:18][CH3:19])=[NH:30]. The catalyst class is: 81. (3) Reactant: [NH2:1][C:2]1[CH:3]=[C:4]([F:26])[C:5]([O:18][CH2:19][C:20]2[CH:25]=[CH:24][CH:23]=[CH:22][CH:21]=2)=[C:6]([CH:17]=1)[CH2:7][N:8](C)[C:9](=O)OC(C)(C)C.[ClH:27]. Product: [ClH:27].[CH2:19]([O:18][C:5]1[C:6]([CH2:7][NH:8][CH3:9])=[CH:17][C:2]([NH2:1])=[CH:3][C:4]=1[F:26])[C:20]1[CH:21]=[CH:22][CH:23]=[CH:24][CH:25]=1. The catalyst class is: 4. (4) Reactant: [OH:1][C@@H:2]1[CH2:6][CH2:5][O:4][C:3]1=[O:7].N1C=CN=C1.[Si:13](Cl)([C:26]([CH3:29])([CH3:28])[CH3:27])([C:20]1[CH:25]=[CH:24][CH:23]=[CH:22][CH:21]=1)[C:14]1[CH:19]=[CH:18][CH:17]=[CH:16][CH:15]=1. Product: [Si:13]([O:1][C@@H:2]1[CH2:6][CH2:5][O:4][C:3]1=[O:7])([C:26]([CH3:29])([CH3:28])[CH3:27])([C:20]1[CH:21]=[CH:22][CH:23]=[CH:24][CH:25]=1)[C:14]1[CH:19]=[CH:18][CH:17]=[CH:16][CH:15]=1. The catalyst class is: 2. (5) Reactant: C([Cl:4])(=O)C.[CH3:5][S:6]([C:9]1[CH:33]=[CH:32][C:12]([CH2:13][C:14]2[N:18]=[C:17]([CH:19]3[CH2:24][CH2:23][N:22](C(OC(C)(C)C)=O)[CH2:21][CH2:20]3)[O:16][N:15]=2)=[CH:11][CH:10]=1)(=[O:8])=[O:7]. Product: [ClH:4].[CH3:5][S:6]([C:9]1[CH:10]=[CH:11][C:12]([CH2:13][C:14]2[N:18]=[C:17]([CH:19]3[CH2:24][CH2:23][NH:22][CH2:21][CH2:20]3)[O:16][N:15]=2)=[CH:32][CH:33]=1)(=[O:7])=[O:8]. The catalyst class is: 5.